Dataset: Reaction yield outcomes from USPTO patents with 853,638 reactions. Task: Predict the reaction yield, written as a fraction of the theoretical maximum amount of product (1.0 means a 100% yield; for example, 0.34 means a 34% yield). (1) The reactants are [F:1][C:2]([F:27])([F:26])[C:3]1[CH:8]=[CH:7][C:6]([C:9]([C:16]2[CH:21]=[CH:20][C:19]([C:22]([F:25])([F:24])[F:23])=[CH:18][CH:17]=2)=[CH:10]/[CH:11]=[CH:12]/[C:13](O)=[O:14])=[CH:5][CH:4]=1.[NH2:28][C:29]1[CH:38]=[CH:37][CH:36]=[C:35]2[C:30]=1[CH:31]=[CH:32][N:33]=[CH:34]2.CCN=C=NCCCN(C)C.Cl.C1C=CC2N(O)N=NC=2C=1.C(=O)([O-])O.[Na+]. The catalyst is CN(C=O)C. The product is [CH:34]1[C:35]2[C:30](=[C:29]([NH:28][C:13](=[O:14])/[CH:12]=[CH:11]/[CH:10]=[C:9]([C:6]3[CH:7]=[CH:8][C:3]([C:2]([F:27])([F:1])[F:26])=[CH:4][CH:5]=3)[C:16]3[CH:21]=[CH:20][C:19]([C:22]([F:23])([F:25])[F:24])=[CH:18][CH:17]=3)[CH:38]=[CH:37][CH:36]=2)[CH:31]=[CH:32][N:33]=1. The yield is 0.520. (2) The catalyst is C1COCC1.CO.O. The product is [CH2:1]([O:3][C:4]1[CH:13]=[CH:12][C:7]([C:8]([OH:10])=[O:9])=[CH:6][C:5]=1[C:14]#[C:15][C:16]1[CH:21]=[CH:20][CH:19]=[CH:18][N:17]=1)[CH3:2]. The yield is 0.820. The reactants are [CH2:1]([O:3][C:4]1[CH:13]=[CH:12][C:7]([C:8]([O:10]C)=[O:9])=[CH:6][C:5]=1[C:14]#[C:15][C:16]1[CH:21]=[CH:20][CH:19]=[CH:18][N:17]=1)[CH3:2].O.[OH-].[Li+]. (3) The reactants are Br[CH2:2][C:3]1[N:13]([CH2:14][C:15]([CH3:18])([CH3:17])[CH3:16])[C:6]2[N:7]=[C:8]([C:11]#[N:12])[N:9]=[CH:10][C:5]=2[CH:4]=1.Cl.[CH2:20]([N:27]1[CH2:38][CH2:37][C:30]2([O:34][C:33](=[O:35])[NH:32][C:31]2=[O:36])[CH2:29][CH2:28]1)[C:21]1[CH:26]=[CH:25][CH:24]=[CH:23][CH:22]=1.C([O-])([O-])=O.[K+].[K+].C(N(CC)CC)C. The catalyst is CN(C=O)C.CCOC(C)=O. The product is [CH2:20]([N:27]1[CH2:38][CH2:37][C:30]2([O:34][C:33](=[O:35])[N:32]([CH2:2][C:3]3[N:13]([CH2:14][C:15]([CH3:18])([CH3:17])[CH3:16])[C:6]4[N:7]=[C:8]([C:11]#[N:12])[N:9]=[CH:10][C:5]=4[CH:4]=3)[C:31]2=[O:36])[CH2:29][CH2:28]1)[C:21]1[CH:22]=[CH:23][CH:24]=[CH:25][CH:26]=1. The yield is 0.300. (4) The reactants are [CH3:1]C(C)([O-])C.[K+].[C:7]([C:10]1[N:15]=[C:14]([CH2:16][N:17]2[CH2:21][CH2:20][N:19]([C@@H:22]([C:30]([CH3:33])([CH3:32])[CH3:31])[C:23]([O:25][C:26]([CH3:29])([CH3:28])[CH3:27])=[O:24])[C:18]2=[O:34])[CH:13]=[CH:12][CH:11]=1)(=O)[CH3:8]. The catalyst is [Br-].C[P+](C1C=CC=CC=1)(C1C=CC=CC=1)C1C=CC=CC=1.C1COCC1. The product is [C:7]([C:10]1[N:15]=[C:14]([CH2:16][N:17]2[CH2:21][CH2:20][N:19]([C@@H:22]([C:30]([CH3:33])([CH3:31])[CH3:32])[C:23]([O:25][C:26]([CH3:27])([CH3:29])[CH3:28])=[O:24])[C:18]2=[O:34])[CH:13]=[CH:12][CH:11]=1)([CH3:1])=[CH2:8]. The yield is 0.350. (5) The reactants are [CH3:1][O:2][CH2:3][O:4][C:5]1[CH:6]=[CH:7][C:8]([CH2:11][C:12]([CH3:15])(O)[CH3:13])=[N:9][CH:10]=1.CCN(S(F)(F)[F:22])CC.C([O-])(O)=O.[Na+]. The catalyst is C(Cl)Cl. The product is [F:22][C:12]([CH3:15])([CH3:13])[CH2:11][C:8]1[CH:7]=[CH:6][C:5]([O:4][CH2:3][O:2][CH3:1])=[CH:10][N:9]=1. The yield is 0.756.